This data is from Catalyst prediction with 721,799 reactions and 888 catalyst types from USPTO. The task is: Predict which catalyst facilitates the given reaction. (1) Reactant: C(=O)([O-])[O-].[K+].[K+].[CH2:7]([NH2:11])[CH2:8][CH2:9][CH3:10].[CH:12]1[C:21]2[C:16](=[CH:17][CH:18]=[CH:19][CH:20]=2)[CH:15]=[CH:14][C:13]=1[O:22][CH2:23][CH2:24][CH2:25][CH2:26]Cl. Product: [CH2:7]([NH:11][CH2:26][CH2:25][CH2:24][CH2:23][O:22][C:13]1[CH:14]=[CH:15][C:16]2[C:21](=[CH:20][CH:19]=[CH:18][CH:17]=2)[CH:12]=1)[CH2:8][CH2:9][CH3:10]. The catalyst class is: 58. (2) Reactant: Cl.[CH:2]1([N:8]2[CH2:13][CH2:12][N:11]([CH:14]([C:17]3[CH:22]=[CH:21][C:20]([O:23][CH3:24])=[CH:19][CH:18]=3)[CH2:15][NH2:16])[CH2:10][CH2:9]2)[CH2:7][CH2:6][CH2:5][CH2:4][CH2:3]1.CN1CCOCC1.CN(C(ON1N=NC2C=CC=CC1=2)=[N+](C)C)C.[B-](F)(F)(F)F.[CH3:54][C:55]1[CH:56]=[C:57]([CH2:62][C:63](O)=[O:64])[CH:58]=[C:59]([CH3:61])[CH:60]=1. Product: [CH:2]1([N:8]2[CH2:13][CH2:12][N:11]([CH:14]([C:17]3[CH:22]=[CH:21][C:20]([O:23][CH3:24])=[CH:19][CH:18]=3)[CH2:15][NH:16][C:63](=[O:64])[CH2:62][C:57]3[CH:56]=[C:55]([CH3:54])[CH:60]=[C:59]([CH3:61])[CH:58]=3)[CH2:10][CH2:9]2)[CH2:3][CH2:4][CH2:5][CH2:6][CH2:7]1. The catalyst class is: 4. (3) Reactant: [CH3:1][O:2][C:3](=[O:17])[C:4]([NH:12][C:13]([O:15][CH3:16])=[O:14])=[CH:5][CH:6]1[CH2:11][CH2:10][O:9][CH2:8][CH2:7]1. Product: [CH3:1][O:2][C:3](=[O:17])[CH:4]([NH:12][C:13]([O:15][CH3:16])=[O:14])[CH2:5][CH:6]1[CH2:7][CH2:8][O:9][CH2:10][CH2:11]1. The catalyst class is: 100. (4) Reactant: [ClH:1].[S:2]1[C:10]2[CH2:9][CH2:8][NH:7][CH2:6][C:5]=2[CH:4]=[CH:3]1.[C:11](=[O:14])([O-])[O-].[K+].[K+].[C:17]1([CH3:23])[CH:22]=[CH:21][CH:20]=[CH:19][CH:18]=1.CN(C)[CH:26]=[O:27]. Product: [CH3:11][O:14][C:26]([C@@H:23]([N:7]1[CH2:6][C:5]2[CH:4]=[CH:3][S:2][C:10]=2[CH2:9][CH2:8]1)[C:17]1[CH:22]=[CH:21][CH:20]=[CH:19][C:18]=1[Cl:1])=[O:27]. The catalyst class is: 6. (5) Reactant: [NH2:1][C:2]1[C:7]([CH3:8])=[N:6][CH:5]=[CH:4][N:3]=1.CC#N.N1C=CC=CC=1.[C:18]1([O:24][C:25](Cl)=[O:26])[CH:23]=[CH:22][CH:21]=[CH:20][CH:19]=1. Product: [CH3:8][C:7]1[C:2]([NH:1][C:25](=[O:26])[O:24][C:18]2[CH:23]=[CH:22][CH:21]=[CH:20][CH:19]=2)=[N:3][CH:4]=[CH:5][N:6]=1. The catalyst class is: 1.